Dataset: Full USPTO retrosynthesis dataset with 1.9M reactions from patents (1976-2016). Task: Predict the reactants needed to synthesize the given product. (1) Given the product [Cl:1][C:2]1[CH:9]=[CH:8][C:5]([C:6]#[N:7])=[C:4]([C:10]2[C:15]([O:16][CH2:17][CH3:18])=[CH:14][N:13]([CH:21]([CH3:25])[C:22]([OH:24])=[O:23])[C:12](=[O:19])[CH:11]=2)[CH:3]=1, predict the reactants needed to synthesize it. The reactants are: [Cl:1][C:2]1[CH:9]=[CH:8][C:5]([C:6]#[N:7])=[C:4]([C:10]2[C:15]([O:16][CH2:17][CH3:18])=[CH:14][NH:13][C:12](=[O:19])[CH:11]=2)[CH:3]=1.Br[CH:21]([CH3:25])[C:22]([OH:24])=[O:23]. (2) The reactants are: [OH:1][C:2]1[CH:11]=[C:10]([OH:12])[C:9]([C:13](=[O:16])[CH2:14][CH3:15])=[C:8]2[C:3]=1[C:4]([CH2:18][CH2:19][CH3:20])=[CH:5][C:6](=[O:17])[O:7]2.CO[CH:23](OC)[CH2:24][C:25]([CH3:28])(O)[CH3:26]. Given the product [CH3:26][C:25]1([CH3:28])[O:1][C:2]2[C:3]3[C:4]([CH2:18][CH2:19][CH3:20])=[CH:5][C:6](=[O:17])[O:7][C:8]=3[C:9]([C:13](=[O:16])[CH2:14][CH3:15])=[C:10]([OH:12])[C:11]=2[CH:23]=[CH:24]1, predict the reactants needed to synthesize it. (3) Given the product [CH2:1]([N:3]([CH:18]1[CH2:19][CH2:20][N:21]([CH3:24])[CH2:22][CH2:23]1)[C:4]1[C:5]([CH3:17])=[C:6]([CH:10]=[C:11]([C:13]([F:15])([F:16])[F:14])[CH:12]=1)[C:7]([NH:27][CH2:28][C:29]1[C:30](=[O:40])[NH:31][C:32]([CH3:39])=[CH:33][C:34]=1[C:35]([F:36])([F:37])[F:38])=[O:9])[CH3:2], predict the reactants needed to synthesize it. The reactants are: [CH2:1]([N:3]([CH:18]1[CH2:23][CH2:22][N:21]([CH3:24])[CH2:20][CH2:19]1)[C:4]1[C:5]([CH3:17])=[C:6]([CH:10]=[C:11]([C:13]([F:16])([F:15])[F:14])[CH:12]=1)[C:7]([OH:9])=O)[CH3:2].Cl.Cl.[NH2:27][CH2:28][C:29]1[C:30](=[O:40])[NH:31][C:32]([CH3:39])=[CH:33][C:34]=1[C:35]([F:38])([F:37])[F:36].C1CN([P+](ON2N=NC3C=CC=CC2=3)(N2CCCC2)N2CCCC2)CC1.F[P-](F)(F)(F)(F)F.CCN(C(C)C)C(C)C.